This data is from Full USPTO retrosynthesis dataset with 1.9M reactions from patents (1976-2016). The task is: Predict the reactants needed to synthesize the given product. (1) Given the product [Br:1][CH2:2][CH2:3][O:4][Si:14]([C:10]([CH3:13])([CH3:12])[CH3:11])([CH3:17])[CH3:16], predict the reactants needed to synthesize it. The reactants are: [Br:1][CH2:2][CH2:3][OH:4].N1C=CN=C1.[C:10]([Si:14]([CH3:17])([CH3:16])Cl)([CH3:13])([CH3:12])[CH3:11].C(=O)([O-])O.[Na+]. (2) Given the product [Cl:17][C:18]1[CH:23]=[CH:22][CH:21]=[CH:20][C:19]=1[NH:24][C:25](=[O:26])[NH:1][C:2]1[CH:7]=[CH:6][C:5]([CH2:8][C:9]([O:11][C:12]([CH3:13])([CH3:15])[CH3:14])=[O:10])=[CH:4][C:3]=1[CH3:16], predict the reactants needed to synthesize it. The reactants are: [NH2:1][C:2]1[CH:7]=[CH:6][C:5]([CH2:8][C:9]([O:11][C:12]([CH3:15])([CH3:14])[CH3:13])=[O:10])=[CH:4][C:3]=1[CH3:16].[Cl:17][C:18]1[CH:23]=[CH:22][CH:21]=[CH:20][C:19]=1[N:24]=[C:25]=[O:26].CCN(CC)CC.